Dataset: Catalyst prediction with 721,799 reactions and 888 catalyst types from USPTO. Task: Predict which catalyst facilitates the given reaction. (1) Reactant: [Cl:1][C:2]1[CH:7]=[CH:6][N:5]=[C:4]2[NH:8][CH:9]=[CH:10][C:3]=12.[H-].[Na+].[CH2:13]([O:20][CH2:21]Cl)[C:14]1[CH:19]=[CH:18][CH:17]=[CH:16][CH:15]=1. Product: [CH2:13]([O:20][CH2:21][N:8]1[C:4]2=[N:5][CH:6]=[CH:7][C:2]([Cl:1])=[C:3]2[CH:10]=[CH:9]1)[C:14]1[CH:19]=[CH:18][CH:17]=[CH:16][CH:15]=1. The catalyst class is: 3. (2) Reactant: [CH2:1]([N:3]1[C:7]([F:8])=[C:6]([CH:9]=[O:10])[C:5]([C:11]([F:14])([F:13])[F:12])=[N:4]1)[CH3:2].[BH4-].[Na+].O.C(OCC)C. Product: [CH2:1]([N:3]1[C:7]([F:8])=[C:6]([CH2:9][OH:10])[C:5]([C:11]([F:13])([F:12])[F:14])=[N:4]1)[CH3:2]. The catalyst class is: 5. (3) Reactant: [Si]([O:8][CH2:9][CH2:10][O:11][C:12]1[C:17]([CH2:18][O:19][C:20]2[C:25]([Br:26])=[CH:24][C:23]([F:27])=[C:22]([N+:28]([O-:30])=[O:29])[CH:21]=2)=[C:16]([F:31])[C:15]([F:32])=[CH:14][CH:13]=1)(C(C)(C)C)(C)C.O.[F-].C([N+](CCCC)(CCCC)CCCC)CCC.Cl. Product: [F:31][C:16]1[C:15]([F:32])=[CH:14][CH:13]=[C:12]([O:11][CH2:10][CH2:9][OH:8])[C:17]=1[CH2:18][O:19][C:20]1[C:25]([Br:26])=[CH:24][C:23]([F:27])=[C:22]([N+:28]([O-:30])=[O:29])[CH:21]=1. The catalyst class is: 7. (4) Reactant: CS(O)(=O)=O.[NH2:6][CH2:7][C:8]1[CH:9]=[C:10]2[C:14](=[CH:15][CH:16]=1)[C:13](=[O:17])[N:12]([CH:18]1[CH2:23][CH2:22][C:21](=[O:24])[NH:20][C:19]1=[O:25])[CH2:11]2.[F:26][C:27]([F:39])([F:38])[S:28][C:29]1[CH:34]=[CH:33][C:32]([N:35]=[C:36]=[O:37])=[CH:31][CH:30]=1.Cl. Product: [O:25]=[C:19]1[CH:18]([N:12]2[CH2:11][C:10]3[C:14](=[CH:15][CH:16]=[C:8]([CH2:7][NH:6][C:36]([NH:35][C:32]4[CH:33]=[CH:34][C:29]([S:28][C:27]([F:38])([F:26])[F:39])=[CH:30][CH:31]=4)=[O:37])[CH:9]=3)[C:13]2=[O:17])[CH2:23][CH2:22][C:21](=[O:24])[NH:20]1. The catalyst class is: 10.